Predict the product of the given reaction. From a dataset of Forward reaction prediction with 1.9M reactions from USPTO patents (1976-2016). (1) The product is: [Br:1][C:2]1[CH:3]=[CH:4][CH:5]=[C:6]2[C:22]=1[C:9]1([CH2:10][CH2:11][NH:12][CH2:13][CH2:14]1)[CH2:8][CH:7]2[CH2:23][C:24]([O:26][CH2:27][CH3:28])=[O:25].[F:53][C:52]([F:55])([F:54])[C:50]([O-:56])=[O:51]. Given the reactants [Br:1][C:2]1[CH:3]=[CH:4][CH:5]=[C:6]2[C:22]=1[C:9]1([CH2:14][CH2:13][N:12](C(OC(C)(C)C)=O)[CH2:11][CH2:10]1)[CH2:8][CH:7]2[CH2:23][C:24]([O:26][CH2:27][CH3:28])=[O:25].BrC1C=CC=C2C=1C1(CCNCC1)CC2CC(OCC)=O.[C:50]([OH:56])([C:52]([F:55])([F:54])[F:53])=[O:51], predict the reaction product. (2) Given the reactants C(OC(=O)[NH:7][C@@H:8]([CH2:27][C:28]1[CH:33]=[CH:32][CH:31]=[CH:30][CH:29]=1)[CH2:9][NH:10][C:11]1[C:12]2[S:25][CH:24]=[C:23](Br)[C:13]=2[N:14]=[C:15]([C:17]2[CH:22]=[CH:21][N:20]=[CH:19][CH:18]=2)[N:16]=1)(C)(C)C.[Cu]([C:38]#[N:39])C#N, predict the reaction product. The product is: [NH2:7][C@@H:8]([CH2:27][C:28]1[CH:33]=[CH:32][CH:31]=[CH:30][CH:29]=1)[CH2:9][NH:10][C:11]1[C:12]2[S:25][CH:24]=[C:23]([C:38]#[N:39])[C:13]=2[N:14]=[C:15]([C:17]2[CH:18]=[CH:19][N:20]=[CH:21][CH:22]=2)[N:16]=1. (3) The product is: [CH3:20][C:15]1([CH3:21])[C:16]([CH3:19])([CH3:18])[O:17][B:13]([C:2]2[CH:7]=[CH:6][C:5]([C:8]3[O:12][CH:11]=[N:10][CH:9]=3)=[CH:4][CH:3]=2)[O:14]1. Given the reactants Br[C:2]1[CH:7]=[CH:6][C:5]([C:8]2[O:12][CH:11]=[N:10][CH:9]=2)=[CH:4][CH:3]=1.[B:13]1([B:13]2[O:17][C:16]([CH3:19])([CH3:18])[C:15]([CH3:21])([CH3:20])[O:14]2)[O:17][C:16]([CH3:19])([CH3:18])[C:15]([CH3:21])([CH3:20])[O:14]1.C([O-])(=O)C.[K+], predict the reaction product.